This data is from Reaction yield outcomes from USPTO patents with 853,638 reactions. The task is: Predict the reaction yield, written as a fraction of the theoretical maximum amount of product (1.0 means a 100% yield; for example, 0.34 means a 34% yield). (1) The reactants are CS(O[CH2:6][CH2:7][N:8]1[C:16]2[CH:15]=[CH:14][CH:13]=[CH:12][C:11]=2[C:10]2[CH2:17][CH2:18][N:19]([C:22]([O:24][C:25]([CH3:28])([CH3:27])[CH3:26])=[O:23])[CH2:20][CH2:21][C:9]1=2)(=O)=O.[N-:29]=[N+:30]=[N-:31].[Na+]. The catalyst is CN(C=O)C.CCOC(C)=O. The product is [N:29]([CH2:6][CH2:7][N:8]1[C:16]2[CH:15]=[CH:14][CH:13]=[CH:12][C:11]=2[C:10]2[CH2:17][CH2:18][N:19]([C:22]([O:24][C:25]([CH3:28])([CH3:27])[CH3:26])=[O:23])[CH2:20][CH2:21][C:9]1=2)=[N+:30]=[N-:31]. The yield is 0.940. (2) The reactants are [C:1]1([S:7][C:8]2[CH:9]=[C:10]([CH:14]([N:18]3[CH:22]=[C:21]([C:23]4[C:24]5[CH:31]=[CH:30][N:29](COCC[Si](C)(C)C)[C:25]=5[N:26]=[CH:27][N:28]=4)[CH:20]=[N:19]3)[CH2:15][C:16]#[N:17])[CH:11]=[N:12][CH:13]=2)[CH:6]=[CH:5][CH:4]=[CH:3][CH:2]=1.C(Cl)Cl.[C:43]([OH:49])([C:45]([F:48])([F:47])[F:46])=[O:44].CO.C(N)CN. No catalyst specified. The product is [F:46][C:45]([F:48])([F:47])[C:43]([OH:49])=[O:44].[C:1]1([S:7][C:8]2[CH:9]=[C:10]([CH:14]([N:18]3[CH:22]=[C:21]([C:23]4[C:24]5[CH:31]=[CH:30][NH:29][C:25]=5[N:26]=[CH:27][N:28]=4)[CH:20]=[N:19]3)[CH2:15][C:16]#[N:17])[CH:11]=[N:12][CH:13]=2)[CH:2]=[CH:3][CH:4]=[CH:5][CH:6]=1. The yield is 0.581. (3) The reactants are [H-].[Na+].[OH:3][CH2:4][CH:5]([NH:7][C:8]([C:10]1[C:11]([CH:16]([F:18])[F:17])=[N:12][N:13]([CH3:15])[CH:14]=1)=[O:9])[CH3:6].[Cl:19][C:20]1[CH:25]=[CH:24][CH:23]=[C:22]([Cl:26])[C:21]=1[CH2:27]Cl.Cl. The catalyst is CN(C)C=O. The product is [Cl:19][C:20]1[CH:25]=[CH:24][CH:23]=[C:22]([Cl:26])[C:21]=1[CH2:27][O:3][CH2:4][CH:5]([NH:7][C:8]([C:10]1[C:11]([CH:16]([F:18])[F:17])=[N:12][N:13]([CH3:15])[CH:14]=1)=[O:9])[CH3:6]. The yield is 0.131. (4) The reactants are [OH:1][C:2]1[CH:3]=[C:4]2[C:8](=[CH:9][CH:10]=1)[NH:7][CH:6]=[CH:5]2.Cl.Cl[CH2:13][CH2:14][N:15]1[CH2:20][CH2:19][O:18][CH2:17][CH2:16]1.C(=O)([O-])[O-].[K+].[K+]. The catalyst is C(#N)C. The product is [NH:7]1[C:8]2[C:4](=[CH:3][C:2]([O:1][CH2:13][CH2:14][N:15]3[CH2:20][CH2:19][O:18][CH2:17][CH2:16]3)=[CH:10][CH:9]=2)[CH:5]=[CH:6]1. The yield is 0.500. (5) The reactants are [CH2:1]([O:8][C:9]1[CH:14]=[CH:13][NH:12][C:11](=[O:15])[CH:10]=1)[C:2]1[CH:7]=[CH:6][CH:5]=[CH:4][CH:3]=1.I[C:17]1[CH:22]=[CH:21][C:20]([O:23][CH:24]2[CH2:29][CH2:28][CH2:27][CH2:26][O:25]2)=[CH:19][CH:18]=1.C(=O)([O-])[O-].[K+].[K+].CN(C)C=O. The catalyst is O. The product is [CH2:1]([O:8][C:9]1[CH:14]=[CH:13][N:12]([C:17]2[CH:22]=[CH:21][C:20]([O:23][CH:24]3[CH2:29][CH2:28][CH2:27][CH2:26][O:25]3)=[CH:19][CH:18]=2)[C:11](=[O:15])[CH:10]=1)[C:2]1[CH:3]=[CH:4][CH:5]=[CH:6][CH:7]=1. The yield is 0.580. (6) The reactants are [NH2:1][C:2]1[CH:7]=[C:6]([CH3:8])[CH:5]=[C:4]([C:9]([CH3:12])([CH3:11])[CH3:10])[C:3]=1[OH:13].[N:14]1[CH:19]=[CH:18][CH:17]=[CH:16][C:15]=1[CH:20]=O. The catalyst is CO.C(O)=O. The product is [O:13]([C:3]1[C:4]([C:9]([CH3:10])([CH3:12])[CH3:11])=[CH:5][C:6]([CH3:8])=[CH:7][C:2]=1/[N:1]=[CH:20]/[C:15]1[CH:16]=[CH:17][CH:18]=[CH:19][N:14]=1)[C:2]1[CH:7]=[CH:6][CH:5]=[CH:4][CH:3]=1. The yield is 0.690.